This data is from Forward reaction prediction with 1.9M reactions from USPTO patents (1976-2016). The task is: Predict the product of the given reaction. The product is: [C:1]([O:5][C:6](=[O:32])[CH2:7][O:8][CH2:9][CH2:10][CH2:11][CH2:12][S:13]([C:14]1[CH:19]=[N:18][C:17]([C:20]2[CH:21]=[CH:22][CH:23]=[CH:24][CH:25]=2)=[C:16]([C:26]2[CH:31]=[CH:30][CH:29]=[CH:28][CH:27]=2)[N:15]=1)=[O:38])([CH3:4])([CH3:2])[CH3:3]. Given the reactants [C:1]([O:5][C:6](=[O:32])[CH2:7][O:8][CH2:9][CH2:10][CH2:11][CH2:12][S:13][C:14]1[CH:19]=[N:18][C:17]([C:20]2[CH:25]=[CH:24][CH:23]=[CH:22][CH:21]=2)=[C:16]([C:26]2[CH:31]=[CH:30][CH:29]=[CH:28][CH:27]=2)[N:15]=1)([CH3:4])([CH3:3])[CH3:2].ClC1C=C(C=CC=1)C(OO)=[O:38].[OH-].[Na+], predict the reaction product.